From a dataset of Forward reaction prediction with 1.9M reactions from USPTO patents (1976-2016). Predict the product of the given reaction. (1) Given the reactants [C:1]([O:5][C:6]([CH:8]1[CH2:13][CH2:12][C:11]([CH:14]2[C:22]3[C:17](=[CH:18][C:19]([Cl:23])=[CH:20][CH:21]=3)[NH:16][C:15]2=[O:24])=[CH:10][NH:9]1)=[O:7])([CH3:4])([CH3:3])[CH3:2].[Cl:25][C:26]1[CH:27]=[C:28]([CH:31]=[CH:32][CH:33]=1)[CH2:29]Br.[I-].[K+].C(=O)([O-])[O-].[K+].[K+], predict the reaction product. The product is: [C:1]([O:5][C:6]([CH:8]1[CH2:13][CH2:12][C:11]([C:14]2([CH2:29][C:28]3[CH:31]=[CH:32][CH:33]=[C:26]([Cl:25])[CH:27]=3)[C:22]3[C:17](=[CH:18][C:19]([Cl:23])=[CH:20][CH:21]=3)[NH:16][C:15]2=[O:24])=[CH:10][NH:9]1)=[O:7])([CH3:4])([CH3:2])[CH3:3]. (2) Given the reactants [C:1]([O:5][C:6](=[O:22])[N:7]([CH2:9][CH2:10][CH2:11][C:12]1[NH:16][C:15]2[CH:17]=[CH:18][CH:19]=[C:20]([NH2:21])[C:14]=2[N:13]=1)[CH3:8])([CH3:4])([CH3:3])[CH3:2].[C:23](OC(=O)C)(=[O:25])[CH3:24], predict the reaction product. The product is: [C:1]([O:5][C:6](=[O:22])[N:7]([CH2:9][CH2:10][CH2:11][C:12]1[NH:16][C:15]2[CH:17]=[CH:18][CH:19]=[C:20]([NH:21][C:23](=[O:25])[CH3:24])[C:14]=2[N:13]=1)[CH3:8])([CH3:4])([CH3:2])[CH3:3]. (3) The product is: [Cl-:6].[CH2:1]([N+:3]([CH2:7][CH2:8][O:9][CH3:10])([CH3:5])[CH3:4])[CH3:2]. Given the reactants [CH2:1]([N:3]([CH3:5])[CH3:4])[CH3:2].[Cl:6][CH2:7][CH2:8][O:9][CH3:10], predict the reaction product. (4) Given the reactants Cl[C:2]1[C:11]2[C:6](=[CH:7][C:8]([O:17][CH2:18][CH:19]3[CH2:23][O:22][C:21]([CH3:25])([CH3:24])[O:20]3)=[C:9]([O:12][CH2:13][CH2:14][O:15][CH3:16])[CH:10]=2)[CH:5]=[C:4]([NH:26][C:27]2[CH:31]=[C:30]([CH3:32])[NH:29][N:28]=2)[N:3]=1, predict the reaction product. The product is: [CH3:24][C:21]1([CH3:25])[O:20][CH:19]([CH2:18][O:17][C:8]2[CH:7]=[C:6]3[C:11](=[CH:10][C:9]=2[O:12][CH2:13][CH2:14][O:15][CH3:16])[C:2]([O:12][CH:9]([CH3:10])[CH3:8])=[N:3][C:4]([NH:26][C:27]2[CH:31]=[C:30]([CH3:32])[NH:29][N:28]=2)=[CH:5]3)[CH2:23][O:22]1. (5) Given the reactants [CH3:1][C:2]1[NH:3][C:4]2[C:9]([CH:10]=1)=[CH:8][C:7]([NH2:11])=[CH:6][CH:5]=2.Cl[C:13]1[CH:18]=[CH:17][N:16]=[C:15]2[CH:19]=[C:20]([C:22]3[O:23][C:24]4[CH:30]=[CH:29][CH:28]=[CH:27][C:25]=4[N:26]=3)[S:21][C:14]=12, predict the reaction product. The product is: [O:23]1[C:24]2[CH:30]=[CH:29][CH:28]=[CH:27][C:25]=2[N:26]=[C:22]1[C:20]1[S:21][C:14]2[C:15](=[N:16][CH:17]=[CH:18][C:13]=2[NH:11][C:7]2[CH:8]=[C:9]3[C:4](=[CH:5][CH:6]=2)[NH:3][C:2]([CH3:1])=[CH:10]3)[CH:19]=1. (6) Given the reactants [Cl:1][C:2]1[CH:7]=[CH:6][CH:5]=[CH:4][C:3]=1[CH:8]([O:10][C:11](=[O:27])[NH:12][C:13]1[C:14]([CH3:26])=[N:15][O:16][C:17]=1[C:18]1[CH:23]=[CH:22][C:21]([CH2:24]Cl)=[CH:20][CH:19]=1)[CH3:9].[C:28]([C:31]1[CH:32]=[C:33](B(O)O)[CH:34]=[CH:35][CH:36]=1)([OH:30])=[O:29].C(=O)([O-])[O-].[K+].[K+], predict the reaction product. The product is: [Cl:1][C:2]1[CH:7]=[CH:6][CH:5]=[CH:4][C:3]=1[CH:8]([O:10][C:11]([NH:12][C:13]1[C:14]([CH3:26])=[N:15][O:16][C:17]=1[C:18]1[CH:23]=[CH:22][C:21]([CH2:24][C:35]2[CH:36]=[C:31]([CH:32]=[CH:33][CH:34]=2)[C:28]([OH:30])=[O:29])=[CH:20][CH:19]=1)=[O:27])[CH3:9].